This data is from Reaction yield outcomes from USPTO patents with 853,638 reactions. The task is: Predict the reaction yield, written as a fraction of the theoretical maximum amount of product (1.0 means a 100% yield; for example, 0.34 means a 34% yield). (1) The reactants are [Br:1][C:2]1[CH:3]=[C:4]([CH:12]([CH2:16][CH:17]2[CH2:21][CH2:20][CH2:19][CH2:18]2)[C:13]([OH:15])=O)[CH:5]=[CH:6][C:7]=1[S:8]([CH3:11])(=[O:10])=[O:9].F[P-](F)(F)(F)(F)F.N1(O[P+](N(C)C)(N(C)C)N(C)C)C2C=CC=CC=2N=N1.C(N(CC)CC)C.S(O)(O)(=O)=O.[NH2:61][C:62]1[NH:63][CH:64]=[CH:65][N:66]=1. The catalyst is C(Cl)Cl. The product is [Br:1][C:2]1[CH:3]=[C:4]([CH:12]([CH2:16][CH:17]2[CH2:21][CH2:20][CH2:19][CH2:18]2)[C:13]([NH:61][C:62]2[NH:63][CH:64]=[CH:65][N:66]=2)=[O:15])[CH:5]=[CH:6][C:7]=1[S:8]([CH3:11])(=[O:9])=[O:10]. The yield is 0.530. (2) The reactants are C[O:2][C:3](=[O:32])[C:4]1[CH:9]=[CH:8][C:7]([OH:10])=[C:6]([NH:11][C:12](=[O:31])[CH2:13][O:14][C:15]2[CH:20]=[CH:19][C:18]([C:21]34[CH2:30]C5CC(CC(C5)[CH2:22]3)[CH2:28]4)=[CH:17][CH:16]=2)[CH:5]=1.[OH-].[K+].Cl. The catalyst is O1CCOCC1.O. The product is [C:21]([C:18]1[CH:19]=[CH:20][C:15]([O:14][CH2:13][C:12]([NH:11][C:6]2[CH:5]=[C:4]([CH:9]=[CH:8][C:7]=2[OH:10])[C:3]([OH:32])=[O:2])=[O:31])=[CH:16][CH:17]=1)([CH3:30])([CH3:22])[CH3:28]. The yield is 0.751. (3) The reactants are [CH:1]1[CH:2]=[C:3]2[C:10](=[O:11])[N:9]([CH:12]3[C:18](=[O:19])[NH:17][C:15](=[O:16])[CH2:14][CH2:13]3)[CH2:8][C:4]2=[C:5]([NH2:7])[CH:6]=1.[Cl:20][C:21]1[N:22]=[CH:23][C:24]([C:27](O)=[O:28])=[N:25][CH:26]=1.CN(C(ON1N=NC2C=CC=NC1=2)=[N+](C)C)C.F[P-](F)(F)(F)(F)F.CCN(C(C)C)C(C)C. The catalyst is CN(C=O)C. The product is [Cl:20][C:21]1[N:22]=[CH:23][C:24]([C:27]([NH:7][C:5]2[CH:6]=[CH:1][CH:2]=[C:3]3[C:4]=2[CH2:8][N:9]([CH:12]2[CH2:13][CH2:14][C:15](=[O:16])[NH:17][C:18]2=[O:19])[C:10]3=[O:11])=[O:28])=[N:25][CH:26]=1. The yield is 0.330. (4) The reactants are C[O:2][C:3](=[O:24])/[C:4](/[C:11]1[CH:16]=[CH:15][C:14]([N:17]2[C:21]([CH3:22])=[N:20][N:19]=[N:18]2)=[C:13]([F:23])[CH:12]=1)=[CH:5]/[CH:6]1[CH2:10][CH2:9][CH2:8][CH2:7]1.[OH-].[Na+]. The catalyst is C(O)C. The product is [CH:6]1(/[CH:5]=[C:4](\[C:11]2[CH:16]=[CH:15][C:14]([N:17]3[C:21]([CH3:22])=[N:20][N:19]=[N:18]3)=[C:13]([F:23])[CH:12]=2)/[C:3]([OH:24])=[O:2])[CH2:10][CH2:9][CH2:8][CH2:7]1. The yield is 1.00. (5) The catalyst is CN(C=O)C.C(OCC)(=O)C.O. The yield is 0.800. The reactants are [Br:1][C:2]1[CH:7]=[CH:6][C:5]([NH:8][C:9]2[C:10]([C:19](O)=[O:20])=[CH:11][C:12]3[NH:16][CH:15]=[N:14][C:13]=3[C:17]=2[F:18])=[C:4]([Cl:22])[CH:3]=1.C1C=[CH:25][C:26]2N(O)N=N[C:27]=2[CH:28]=1.C(N(CC)CC)C.Cl.C1([N:44](C)[OH:45])CC1.CCN=C=NCCCN(C)C.Cl. The product is [CH:26]1([CH2:25][O:45][NH:44][C:19]([C:10]2[C:9]([NH:8][C:5]3[CH:6]=[CH:7][C:2]([Br:1])=[CH:3][C:4]=3[Cl:22])=[C:17]([F:18])[C:13]3[N:14]=[CH:15][NH:16][C:12]=3[CH:11]=2)=[O:20])[CH2:27][CH2:28]1. (6) The catalyst is C1(C)C=CC=CC=1.CCO.CCOC(C)=O.C1C=CC([P]([Pd]([P](C2C=CC=CC=2)(C2C=CC=CC=2)C2C=CC=CC=2)([P](C2C=CC=CC=2)(C2C=CC=CC=2)C2C=CC=CC=2)[P](C2C=CC=CC=2)(C2C=CC=CC=2)C2C=CC=CC=2)(C2C=CC=CC=2)C2C=CC=CC=2)=CC=1. The yield is 0.330. The reactants are [CH3:1][NH:2][S:3]([CH2:6][CH2:7][C:8]1[CH:13]=[CH:12][C:11]([NH2:14])=[C:10](Br)[CH:9]=1)(=[O:5])=[O:4].[CH3:16][C:17]1([CH3:32])[CH2:22][CH2:21][C:20](B2OC(C)(C)C(C)(C)O2)=[CH:19][CH2:18]1.C([O-])([O-])=O.[Na+].[Na+]. The product is [CH3:1][NH:2][S:3]([CH2:6][CH2:7][C:8]1[CH:13]=[CH:12][C:11]([NH2:14])=[C:10]([C:20]2[CH2:21][CH2:22][C:17]([CH3:32])([CH3:16])[CH2:18][CH:19]=2)[CH:9]=1)(=[O:5])=[O:4].